Dataset: Reaction yield outcomes from USPTO patents with 853,638 reactions. Task: Predict the reaction yield, written as a fraction of the theoretical maximum amount of product (1.0 means a 100% yield; for example, 0.34 means a 34% yield). (1) The reactants are [CH3:1][C:2]1[CH:7]=[CH:6][N:5]=[C:4]([NH2:8])[CH:3]=1.[Li+].C[Si]([N-][Si](C)(C)C)(C)C.[CH3:19][C:20]1([CH3:36])[C:24]([CH3:26])([CH3:25])[O:23][B:22]([C:27]2[CH:35]=[CH:34][C:30]([C:31](Cl)=[O:32])=[CH:29][CH:28]=2)[O:21]1. The catalyst is C1COCC1.ClCCl. The product is [CH3:1][C:2]1[CH:7]=[CH:6][N:5]=[C:4]([NH:8][C:31](=[O:32])[C:30]2[CH:29]=[CH:28][C:27]([B:22]3[O:23][C:24]([CH3:25])([CH3:26])[C:20]([CH3:36])([CH3:19])[O:21]3)=[CH:35][CH:34]=2)[CH:3]=1. The yield is 0.407. (2) The reactants are ClC1N2N=C(C3C=CC=CC=3Cl)C(C3C=CC(Cl)=CC=3)=CC2=NN=1.C(NC1(C(N)=O)CNC1)C.[Cl:35][C:36]1[CH:41]=[CH:40][CH:39]=[CH:38][C:37]=1[C:42]1[C:43]([C:62]2[CH:67]=[CH:66][C:65]([Cl:68])=[CH:64][CH:63]=2)=[CH:44][C:45]2[N:46]([C:48]([N:51]3[CH2:55]C[C:53]([NH:59][CH2:60][CH3:61])([C:56]([NH2:58])=[O:57])[CH2:52]3)=[N:49][N:50]=2)[N:47]=1. No catalyst specified. The product is [Cl:35][C:36]1[CH:41]=[CH:40][CH:39]=[CH:38][C:37]=1[C:42]1[C:43]([C:62]2[CH:67]=[CH:66][C:65]([Cl:68])=[CH:64][CH:63]=2)=[CH:44][C:45]2[N:46]([C:48]([N:51]3[CH2:52][C:53]([NH:59][CH2:60][CH3:61])([C:56]([NH2:58])=[O:57])[CH2:55]3)=[N:49][N:50]=2)[N:47]=1. The yield is 0.320. (3) The product is [C:30]([C:28]1[CH:27]=[C:7]([CH:6]=[C:5]([C:1]([CH3:3])([CH3:4])[CH3:2])[CH:29]=1)[CH2:8][C@H:9]1[CH2:14][C@H:13]([C:15]2[O:22][NH:36][C:17](=[O:19])[CH:16]=2)[CH2:12][CH2:11][N:10]1[C:23]([O:25][CH3:26])=[O:24])([CH3:33])([CH3:32])[CH3:31]. The catalyst is CO.O.C(Cl)Cl. The reactants are [C:1]([C:5]1[CH:6]=[C:7]([CH:27]=[C:28]([C:30]([CH3:33])([CH3:32])[CH3:31])[CH:29]=1)[CH2:8][C@H:9]1[CH2:14][C@H:13]([C:15](=[O:22])[CH2:16][C:17]([O:19]CC)=O)[CH2:12][CH2:11][N:10]1[C:23]([O:25][CH3:26])=[O:24])([CH3:4])([CH3:3])[CH3:2].[OH-].[Na+].[NH2:36]O.Cl. The yield is 1.06. (4) The reactants are [Si:1]([O:8][CH2:9][CH2:10]/[C:11](=[CH:16]\[N:17](C)C)/[C:12]([O:14][CH3:15])=[O:13])([C:4]([CH3:7])([CH3:6])[CH3:5])([CH3:3])[CH3:2].[NH:20]([C:22]1[CH:27]=[C:26]([C:28]#[N:29])[CH:25]=[CH:24][N:23]=1)N.C(O)(=O)C.C([O-])(O)=O.[Na+]. The yield is 0.340. The catalyst is C(O)C. The product is [Si:1]([O:8][CH2:9][CH2:10]/[C:11](=[CH:16]\[NH:17][NH:20][C:22]1[CH:27]=[C:26]([C:28]#[N:29])[CH:25]=[CH:24][N:23]=1)/[C:12]([O:14][CH3:15])=[O:13])([C:4]([CH3:5])([CH3:6])[CH3:7])([CH3:2])[CH3:3].